From a dataset of Catalyst prediction with 721,799 reactions and 888 catalyst types from USPTO. Predict which catalyst facilitates the given reaction. The catalyst class is: 21. Product: [CH3:14][C:13]1[C:9]([B:4]([OH:5])[OH:3])=[CH:10][S:11][CH:12]=1. Reactant: CC1(C)C(C)(C)[O:5][B:4]([C:9]2[C:13]([CH3:14])=[CH:12][S:11][CH:10]=2)[O:3]1.O.